This data is from hERG potassium channel inhibition data for cardiac toxicity prediction from Karim et al.. The task is: Regression/Classification. Given a drug SMILES string, predict its toxicity properties. Task type varies by dataset: regression for continuous values (e.g., LD50, hERG inhibition percentage) or binary classification for toxic/non-toxic outcomes (e.g., AMES mutagenicity, cardiotoxicity, hepatotoxicity). Dataset: herg_karim. (1) The result is 0 (non-blocker). The compound is CCN(C(=O)Cc1ccc(S(C)(=O)=O)cc1)C1CCN(CC[C@@H](c2cccc(F)c2)C2CCN(S(C)(=O)=O)CC2)CC1. (2) The drug is N#Cc1ccc(OCCN2CC3CN(CCNS(=O)(=O)c4ccccc4)CC(C2)O3)c(F)c1. The result is 0 (non-blocker). (3) The drug is N[C@H](C(=O)N1CCC(F)(F)C1)[C@H]1CC[C@@H](NC(=O)c2ccc(F)c(F)c2)CC1. The result is 0 (non-blocker).